Predict the product of the given reaction. From a dataset of Forward reaction prediction with 1.9M reactions from USPTO patents (1976-2016). (1) Given the reactants [NH2:1][C:2]1[S:6][C:5]2[CH2:7][CH2:8][CH2:9][CH2:10][C:4]=2[C:3]=1[C:11]([C:13]1[CH:21]=[CH:20][C:16]2[O:17][CH2:18][O:19][C:15]=2[CH:14]=1)=O.[C:22]([O:29][CH3:30])(=[O:28])[CH2:23][CH2:24][C:25]([CH3:27])=O.Cl[Si](C)(C)C, predict the reaction product. The product is: [CH3:27][C:25]1[N:1]=[C:2]2[S:6][C:5]3[CH2:7][CH2:8][CH2:9][CH2:10][C:4]=3[C:3]2=[C:11]([C:13]2[CH:21]=[CH:20][C:16]3[O:17][CH2:18][O:19][C:15]=3[CH:14]=2)[C:24]=1[CH2:23][C:22]([O:29][CH3:30])=[O:28]. (2) Given the reactants [CH:1]1([CH2:7][O:8][C:9]2[CH:14]=[CH:13][N:12]=[C:11]([C:15]([O:17]C)=O)[N:10]=2)[CH2:6][CH2:5][CH2:4][CH2:3][CH2:2]1.[CH3:19][C:20]#[N:21], predict the reaction product. The product is: [CH:1]1([CH2:7][O:8][C:9]2[CH:14]=[CH:13][N:12]=[C:11]([C:15](=[O:17])[CH2:19][C:20]#[N:21])[N:10]=2)[CH2:2][CH2:3][CH2:4][CH2:5][CH2:6]1.